Dataset: Catalyst prediction with 721,799 reactions and 888 catalyst types from USPTO. Task: Predict which catalyst facilitates the given reaction. (1) Reactant: Cl.[NH2:2][C@@H:3]1[CH2:12][CH2:11][CH2:10][C:9]2[C:8]([C:13]3[S:17][C:16]([C:18]4[CH:19]=[CH:20][C:21]([O:26][CH:27]([CH3:29])[CH3:28])=[C:22]([CH:25]=4)[C:23]#[N:24])=[N:15][N:14]=3)=[CH:7][CH:6]=[CH:5][C:4]1=2.[CH3:30][O:31][CH2:32][CH2:33][S:34](Cl)(=[O:36])=[O:35]. Product: [C:23]([C:22]1[CH:25]=[C:18]([C:16]2[S:17][C:13]([C:8]3[CH:7]=[CH:6][CH:5]=[C:4]4[C:9]=3[CH2:10][CH2:11][CH2:12][C@H:3]4[NH:2][S:34]([CH2:33][CH2:32][O:31][CH3:30])(=[O:36])=[O:35])=[N:14][N:15]=2)[CH:19]=[CH:20][C:21]=1[O:26][CH:27]([CH3:29])[CH3:28])#[N:24]. The catalyst class is: 2. (2) Reactant: [CH2:1]([O:8][C:9]([N:11]1[CH2:15][CH2:14][CH2:13][C@H:12]1[C:16]1[NH:20][C:19]2[CH:21]=[CH:22][C:23](Br)=[CH:24][C:18]=2[N:17]=1)=[O:10])[C:2]1[CH:7]=[CH:6][CH:5]=[CH:4][CH:3]=1.CC([O-])=O.[K+].[CH3:31][C:32]1([CH3:48])[C:36]([CH3:38])([CH3:37])[O:35][B:34]([B:34]2[O:35][C:36]([CH3:38])([CH3:37])[C:32]([CH3:48])([CH3:31])[O:33]2)[O:33]1.C([O-])(O)=O.[Na+]. Product: [CH2:1]([O:8][C:9]([N:11]1[CH2:15][CH2:14][CH2:13][C@H:12]1[C:16]1[NH:20][C:19]2[CH:21]=[CH:22][C:23]([B:34]3[O:35][C:36]([CH3:38])([CH3:37])[C:32]([CH3:48])([CH3:31])[O:33]3)=[CH:24][C:18]=2[N:17]=1)=[O:10])[C:2]1[CH:7]=[CH:6][CH:5]=[CH:4][CH:3]=1. The catalyst class is: 16. (3) Reactant: CON(C)[C:4]([CH:6]1[CH2:11][CH2:10][N:9]([CH2:12][C:13]2[CH:18]=[CH:17][CH:16]=[CH:15][CH:14]=2)[CH2:8][CH:7]1[C:19]1[CH:24]=[CH:23][C:22]([Cl:25])=[CH:21][CH:20]=1)=[O:5].[CH3:27][Mg]Br. Product: [CH2:12]([N:9]1[CH2:10][CH2:11][CH:6]([C:4](=[O:5])[CH3:27])[CH:7]([C:19]2[CH:24]=[CH:23][C:22]([Cl:25])=[CH:21][CH:20]=2)[CH2:8]1)[C:13]1[CH:18]=[CH:17][CH:16]=[CH:15][CH:14]=1. The catalyst class is: 1. (4) Reactant: [F:1][C:2]1[CH:7]=[CH:6][C:5]([C:8]2[N:12]([CH3:13])[N:11]=[C:10]([CH3:14])[CH:9]=2)=[CH:4][CH:3]=1.[Br:15]N1C(=O)CCC1=O. Product: [Br:15][C:9]1[C:10]([CH3:14])=[N:11][N:12]([CH3:13])[C:8]=1[C:5]1[CH:4]=[CH:3][C:2]([F:1])=[CH:7][CH:6]=1. The catalyst class is: 115. (5) Reactant: [NH2:1][C:2]1[S:3][C@:4]2([C:28]([O-:30])=[O:29])[C@H:6]([C@:7]([C:10]3[CH:15]=[C:14]([NH:16][C:17](=[O:25])[C:18]4[CH:23]=[CH:22][C:21]([Cl:24])=[CH:20][N:19]=4)[CH:13]=[C:12]([F:26])[C:11]=3[F:27])([CH3:9])[N:8]=1)[CH2:5]2.[Li+].[C:32](O[C:32]([O:34][C:35]([CH3:38])([CH3:37])[CH3:36])=[O:33])([O:34][C:35]([CH3:38])([CH3:37])[CH3:36])=[O:33].C([O-])([O-])=O.[K+].[K+].CO. Product: [C:35]([O:34][C:32]([NH:1][C:2]1[S:3][C@:4]2([C:28]([OH:30])=[O:29])[C@H:6]([C@:7]([C:10]3[CH:15]=[C:14]([NH:16][C:17](=[O:25])[C:18]4[CH:23]=[CH:22][C:21]([Cl:24])=[CH:20][N:19]=4)[CH:13]=[C:12]([F:26])[C:11]=3[F:27])([CH3:9])[N:8]=1)[CH2:5]2)=[O:33])([CH3:38])([CH3:37])[CH3:36]. The catalyst class is: 239.